From a dataset of Peptide-MHC class I binding affinity with 185,985 pairs from IEDB/IMGT. Regression. Given a peptide amino acid sequence and an MHC pseudo amino acid sequence, predict their binding affinity value. This is MHC class I binding data. (1) The peptide sequence is VTDLENRLK. The MHC is HLA-A33:01 with pseudo-sequence HLA-A33:01. The binding affinity (normalized) is 0.124. (2) The peptide sequence is DEPASTEPVHDQLL. The MHC is HLA-A02:06 with pseudo-sequence HLA-A02:06. The binding affinity (normalized) is 0.0973.